Task: Predict the reactants needed to synthesize the given product.. Dataset: Full USPTO retrosynthesis dataset with 1.9M reactions from patents (1976-2016) (1) Given the product [CH3:20][O:19][C:12]1[CH:13]=[CH:14][CH:15]=[C:16]([O:17][CH3:18])[C:11]=1[CH:2]1[N:1]([CH2:32][C:30]2[N:31]=[C:27]([C:21]3[CH:22]=[CH:23][CH:24]=[CH:25][CH:26]=3)[S:28][CH:29]=2)[C:7](=[O:9])[CH2:6][CH2:5][CH2:4][CH2:3]1, predict the reactants needed to synthesize it. The reactants are: [NH2:1][CH:2]([C:11]1[C:16]([O:17][CH3:18])=[CH:15][CH:14]=[CH:13][C:12]=1[O:19][CH3:20])[CH2:3][CH2:4][CH2:5][CH2:6][C:7]([O:9]C)=O.[C:21]1([C:27]2[S:28][CH:29]=[C:30]([CH:32]=O)[N:31]=2)[CH:26]=[CH:25][CH:24]=[CH:23][CH:22]=1. (2) Given the product [CH2:1]([O:8][C:9]([N:11]1[C@@H:15]([CH2:16][OH:17])[CH2:14][C@@H:13]([NH:20][C:21](=[O:27])[O:22][C:23]([CH3:25])([CH3:24])[CH3:26])[CH2:12]1)=[O:10])[C:2]1[CH:7]=[CH:6][CH:5]=[CH:4][CH:3]=1, predict the reactants needed to synthesize it. The reactants are: [CH2:1]([O:8][C:9]([N:11]1[C@@H:15]([C:16](OC)=[O:17])[CH2:14][C@@H:13]([NH:20][C:21](=[O:27])[O:22][C:23]([CH3:26])([CH3:25])[CH3:24])[CH2:12]1)=[O:10])[C:2]1[CH:7]=[CH:6][CH:5]=[CH:4][CH:3]=1.[Li+].[Cl-].[BH4-].[Na+].C(O)C. (3) The reactants are: [Si]([O:8][CH2:9][CH:10]1[CH2:14][CH2:13][N:12]([C:15]2[CH:34]=[C:33]([O:35][CH3:36])[CH:32]=[CH:31][C:16]=2[C:17]([N:19]([CH2:26][C:27]([CH3:30])([CH3:29])[CH3:28])[C:20]2[CH:25]=[CH:24][CH:23]=[CH:22][N:21]=2)=[O:18])[CH2:11]1)(C(C)(C)C)(C)C.[Cl-].[NH4+]. Given the product [CH3:28][C:27]([CH3:30])([CH3:29])[CH2:26][N:19]([C:20]1[CH:25]=[CH:24][CH:23]=[CH:22][N:21]=1)[C:17](=[O:18])[C:16]1[CH:31]=[CH:32][C:33]([O:35][CH3:36])=[CH:34][C:15]=1[N:12]1[CH2:13][CH2:14][CH:10]([CH2:9][OH:8])[CH2:11]1, predict the reactants needed to synthesize it. (4) Given the product [CH3:19][O:20][CH2:3][CH2:4][NH:5][C:6]1[S:7][C:8]2[CH:14]=[C:13]([N+:15]([O-:17])=[O:16])[CH:12]=[CH:11][C:9]=2[N:10]=1, predict the reactants needed to synthesize it. The reactants are: CN(C)[CH2:3][CH2:4][NH:5][C:6]1[S:7][C:8]2[CH:14]=[C:13]([N+:15]([O-:17])=[O:16])[CH:12]=[CH:11][C:9]=2[N:10]=1.[CH3:19][O:20]CCN. (5) Given the product [F:25][C:21]1[C:22]([F:24])=[CH:23][C:18]([C:15]2[CH:16]=[CH:17][C:12]([O:11][CH2:10][C:6]3[CH:7]=[CH:8][CH:9]=[C:4]4[C:5]=3[NH:27][N:28]([CH2:29][C:30]([OH:32])=[O:31])[C:35]4=[O:37])=[CH:13][CH:14]=2)=[C:19]([CH3:26])[CH:20]=1, predict the reactants needed to synthesize it. The reactants are: COC(=O)[C:4]1[CH:9]=[CH:8][CH:7]=[C:6]([CH2:10][O:11][C:12]2[CH:17]=[CH:16][C:15]([C:18]3[CH:23]=[C:22]([F:24])[C:21]([F:25])=[CH:20][C:19]=3[CH3:26])=[CH:14][CH:13]=2)[C:5]=1[NH:27][N:28]([C:35]([O:37]C(C)(C)C)=O)[CH2:29][C:30]([O:32]CC)=[O:31].Cl. (6) Given the product [Cl:1][C:2]1[CH:3]=[C:4]([CH2:8][C:9]([NH:13]/[N:12]=[CH:14]/[C:15]2[CH:20]=[CH:19][CH:18]=[CH:17][C:16]=2[NH:21][S:22]([C:25]2[CH:30]=[CH:29][C:28]([C:31]([F:32])([F:33])[F:34])=[CH:27][CH:26]=2)(=[O:24])=[O:23])=[O:11])[CH:5]=[CH:6][CH:7]=1, predict the reactants needed to synthesize it. The reactants are: [Cl:1][C:2]1[CH:3]=[C:4]([CH2:8][C:9]([OH:11])=O)[CH:5]=[CH:6][CH:7]=1.[N:12](=[CH:14]/[C:15]1[CH:20]=[CH:19][CH:18]=[CH:17][C:16]=1[NH:21][S:22]([C:25]1[CH:30]=[CH:29][C:28]([C:31]([F:34])([F:33])[F:32])=[CH:27][CH:26]=1)(=[O:24])=[O:23])\[NH2:13].Cl.C(N=C=NCCCN(C)C)C.O. (7) Given the product [ClH:41].[NH2:8][C:9]([CH3:14])([CH3:13])[C:10]([N:28]1[CH2:29][CH2:30][N:25]([C:23]([O:22][CH2:15][C:16]2[CH:21]=[CH:20][CH:19]=[CH:18][CH:17]=2)=[O:24])[CH2:26][CH2:27]1)=[O:11], predict the reactants needed to synthesize it. The reactants are: C(OC([NH:8][C:9]([CH3:14])([CH3:13])[C:10]([O-])=[O:11])=O)(C)(C)C.[CH2:15]([O:22][C:23]([N:25]1[CH2:30][CH2:29][NH:28][CH2:27][CH2:26]1)=[O:24])[C:16]1[CH:21]=[CH:20][CH:19]=[CH:18][CH:17]=1.ON1C2C=CC=CC=2N=N1.[ClH:41].C(N=C=NCCCN(C)C)C.Cl.